The task is: Predict the reaction yield, written as a fraction of the theoretical maximum amount of product (1.0 means a 100% yield; for example, 0.34 means a 34% yield).. This data is from Reaction yield outcomes from USPTO patents with 853,638 reactions. The reactants are C1(P(C2C=CC=CC=2)C2C=CC=CC=2)C=CC=CC=1.BrN1C(=O)CCC1=O.[Cl:28][C:29]1[CH:30]=[C:31]([CH:39]([CH2:43][CH:44]2[CH2:48][CH2:47][CH2:46][CH2:45]2)[C:40]([OH:42])=O)[CH:32]=[CH:33][C:34]=1[S:35]([CH3:38])(=[O:37])=[O:36].[NH2:49][C:50]1[CH:55]=[CH:54][C:53]([Br:56])=[CH:52][N:51]=1.N1C=CC=CC=1. The catalyst is C(Cl)Cl.O. The product is [Cl:28][C:29]1[CH:30]=[C:31]([CH:39]([CH2:43][CH:44]2[CH2:48][CH2:47][CH2:46][CH2:45]2)[C:40]([NH:49][C:50]2[CH:55]=[CH:54][C:53]([Br:56])=[CH:52][N:51]=2)=[O:42])[CH:32]=[CH:33][C:34]=1[S:35]([CH3:38])(=[O:36])=[O:37]. The yield is 0.830.